This data is from Peptide-MHC class I binding affinity with 185,985 pairs from IEDB/IMGT. The task is: Regression. Given a peptide amino acid sequence and an MHC pseudo amino acid sequence, predict their binding affinity value. This is MHC class I binding data. (1) The peptide sequence is HVIQNAFRK. The binding affinity (normalized) is 0.770. The MHC is HLA-A66:01 with pseudo-sequence HLA-A66:01. (2) The peptide sequence is IGMFNLTFI. The MHC is H-2-Kb with pseudo-sequence H-2-Kb. The binding affinity (normalized) is 0.256. (3) The peptide sequence is GYLNACGHF. The MHC is HLA-B35:01 with pseudo-sequence HLA-B35:01. The binding affinity (normalized) is 0.0847.